Dataset: Peptide-MHC class II binding affinity with 134,281 pairs from IEDB. Task: Regression. Given a peptide amino acid sequence and an MHC pseudo amino acid sequence, predict their binding affinity value. This is MHC class II binding data. (1) The peptide sequence is ELQVIEKVDAAFKVA. The MHC is HLA-DPA10103-DPB10401 with pseudo-sequence HLA-DPA10103-DPB10401. The binding affinity (normalized) is 0.179. (2) The binding affinity (normalized) is 0.687. The peptide sequence is EPFPKRVWEQIFSTW. The MHC is DRB1_1602 with pseudo-sequence DRB1_1602. (3) The peptide sequence is ISEAGQAMASTEGNV. The MHC is DRB1_0405 with pseudo-sequence DRB1_0405. The binding affinity (normalized) is 0.228. (4) The peptide sequence is LLCGIGCAMLHWSLIK. The MHC is DRB3_0202 with pseudo-sequence DRB3_0202. The binding affinity (normalized) is 0.